Dataset: Catalyst prediction with 721,799 reactions and 888 catalyst types from USPTO. Task: Predict which catalyst facilitates the given reaction. (1) Reactant: [NH2:1][CH2:2][C:3]1[C:8]([C:9]([O:11]C)=O)=[C:7]([Cl:13])[N:6]=[CH:5][CH:4]=1.[F:14][C:15]1[CH:16]=[C:17]([CH:20]=[CH:21][C:22]=1[F:23])[CH:18]=O.[BH-](OC(C)=O)(OC(C)=O)OC(C)=O.[Na+].CC(O)=O. The catalyst class is: 26. Product: [Cl:13][C:7]1[C:8]2[C:9](=[O:11])[N:1]([CH2:18][C:17]3[CH:20]=[CH:21][C:22]([F:23])=[C:15]([F:14])[CH:16]=3)[CH2:2][C:3]=2[CH:4]=[CH:5][N:6]=1. (2) Reactant: [CH3:1][O:2][C:3](=[O:28])[CH2:4][N:5]([C:13]1[CH:18]=[CH:17][C:16]([Cl:19])=[CH:15][C:14]=1[O:20][CH2:21][C:22]1[CH:27]=[CH:26][CH:25]=[CH:24][CH:23]=1)C(OC(C)(C)C)=O. Product: [CH3:1][O:2][C:3](=[O:28])[CH2:4][NH:5][C:13]1[CH:18]=[CH:17][C:16]([Cl:19])=[CH:15][C:14]=1[O:20][CH2:21][C:22]1[CH:27]=[CH:26][CH:25]=[CH:24][CH:23]=1. The catalyst class is: 137. (3) Reactant: O[CH2:2][C:3]([C:5]1[CH:10]=[CH:9][CH:8]=[CH:7][CH:6]=1)=[O:4].Cl[C:12]1[CH:19]=[CH:18][C:15]([CH:16]=O)=[CH:14]N=1.O([CH3:22])[Na]. Product: [C:15]1([CH:16]=[CH:2][C:3]([C:5]2[CH:10]=[CH:9][CH:8]=[CH:7][CH:6]=2)=[O:4])[CH:18]=[CH:19][CH:12]=[CH:22][CH:14]=1. The catalyst class is: 1. (4) Reactant: Br[CH2:2][C:3]1[C:7]2[N:8]=[C:9]([N:14]3[CH:18]=[C:17]([C:19]([O:21][CH2:22][CH3:23])=[O:20])[CH:16]=[N:15]3)[N:10]=[C:11]([O:12][CH3:13])[C:6]=2[N:5]([CH3:24])[N:4]=1.[C:25]1(B(O)O)[CH:30]=[CH:29][CH:28]=[CH:27][CH:26]=1.P([O-])([O-])([O-])=O.[K+].[K+].[K+].S([O-])([O-])(=O)=O.[Na+].[Na+]. Product: [CH2:2]([C:3]1[C:7]2[N:8]=[C:9]([N:14]3[CH:18]=[C:17]([C:19]([O:21][CH2:22][CH3:23])=[O:20])[CH:16]=[N:15]3)[N:10]=[C:11]([O:12][CH3:13])[C:6]=2[N:5]([CH3:24])[N:4]=1)[C:25]1[CH:30]=[CH:29][CH:28]=[CH:27][CH:26]=1. The catalyst class is: 12. (5) Reactant: [F:1][C:2]1([F:17])[CH2:7][CH2:6][CH2:5][C@@H:4]([NH:8][C:9](=[O:15])[O:10][C:11]([CH3:14])([CH3:13])[CH3:12])[C@@H:3]1[OH:16].N1C=CC=CC=1.[S:24](O[S:24]([C:27]([F:30])([F:29])[F:28])(=[O:26])=[O:25])([C:27]([F:30])([F:29])[F:28])(=[O:26])=[O:25]. Product: [F:28][C:27]([F:30])([F:29])[S:24]([O:16][C@H:3]1[C@H:4]([NH:8][C:9]([O:10][C:11]([CH3:14])([CH3:12])[CH3:13])=[O:15])[CH2:5][CH2:6][CH2:7][C:2]1([F:17])[F:1])(=[O:26])=[O:25]. The catalyst class is: 4. (6) Reactant: [C:1]([C:5]1[CH:12]=[CH:11][C:8]([CH2:9]Br)=[CH:7][CH:6]=1)([CH3:4])([CH3:3])[CH3:2].[NH:13]1[CH2:18][CH2:17][NH:16][CH2:15][CH2:14]1. Product: [C:1]([C:5]1[CH:12]=[CH:11][C:8]([CH2:9][N:13]2[CH2:18][CH2:17][NH:16][CH2:15][CH2:14]2)=[CH:7][CH:6]=1)([CH3:4])([CH3:3])[CH3:2]. The catalyst class is: 1. (7) The catalyst class is: 2. Reactant: C(Cl)(=O)C(Cl)=O.CS(C)=O.[OH:11][CH2:12][CH2:13][CH2:14][CH:15]1[CH2:20][CH2:19][CH2:18][N:17]([C:21]([O:23][C:24]([CH3:27])([CH3:26])[CH3:25])=[O:22])[CH2:16]1.C([O-])(O)=O.[Na+]. Product: [O:11]=[CH:12][CH2:13][CH2:14][CH:15]1[CH2:20][CH2:19][CH2:18][N:17]([C:21]([O:23][C:24]([CH3:27])([CH3:26])[CH3:25])=[O:22])[CH2:16]1. (8) Reactant: [CH2:1]([C:3]1([CH3:23])[CH:8]([CH3:9])[CH:7]([OH:10])[CH2:6][C:5]([CH2:12][CH3:13])([CH3:11])[N:4]1[O:14][CH:15]([C:17]1[CH:22]=[CH:21][CH:20]=[CH:19][CH:18]=1)[CH3:16])[CH3:2].[C:24](Cl)(=[O:36])[CH2:25][CH2:26][CH2:27][CH2:28][CH2:29][CH2:30][CH2:31][CH2:32][CH2:33][CH2:34][CH3:35].C(N(CC)CC)C. Product: [CH2:1]([C:3]1([CH3:23])[CH:8]([CH3:9])[CH:7]([O:10][C:24](=[O:36])[CH2:25][CH2:26][CH2:27][CH2:28][CH2:29][CH2:30][CH2:31][CH2:32][CH2:33][CH2:34][CH3:35])[CH2:6][C:5]([CH2:12][CH3:13])([CH3:11])[N:4]1[O:14][CH:15]([C:17]1[CH:18]=[CH:19][CH:20]=[CH:21][CH:22]=1)[CH3:16])[CH3:2]. The catalyst class is: 11. (9) Reactant: [Cl:1][C:2]1[CH:7]=[C:6]([Cl:8])[CH:5]=[CH:4][C:3]=1[C:9]1([C:12]([OH:14])=O)[CH2:11][CH2:10]1.C(N(CC)CC)C.C(Cl)(=O)C([Cl:25])=O. Product: [Cl:1][C:2]1[CH:7]=[C:6]([Cl:8])[CH:5]=[CH:4][C:3]=1[C:9]1([C:12]([Cl:25])=[O:14])[CH2:11][CH2:10]1. The catalyst class is: 59. (10) Reactant: [Cl:1][C:2]1[C:3]([C:8]([O:10][CH3:11])=[O:9])=[N:4][CH:5]=[CH:6][N:7]=1.[F:12]F. Product: [Cl:1][C:2]1[C:3]([C:8]([O:10][CH3:11])=[O:9])=[N:4][C:5]([F:12])=[CH:6][N:7]=1. The catalyst class is: 10.